Dataset: Forward reaction prediction with 1.9M reactions from USPTO patents (1976-2016). Task: Predict the product of the given reaction. (1) Given the reactants [Cl:1][C:2]1[N:7]=[C:6]2[N:8]([CH3:11])[CH:9]=[CH:10][C:5]2=[CH:4][CH:3]=1.[Li]C(C)(C)C.CCCCC.[B:22](OC)([O:25]C)[O:23]C, predict the reaction product. The product is: [Cl:1][C:2]1[N:7]=[C:6]2[C:5]([CH:10]=[C:9]([B:22]([OH:25])[OH:23])[N:8]2[CH3:11])=[CH:4][CH:3]=1. (2) Given the reactants CC1(C)[N:6](C(OC(C)(C)C)=O)[C@@:5]([CH3:42])([C:14]2[S:15][C:16]([C:19]3[CH:24]=[CH:23][C:22]([O:25][CH2:26][CH2:27][CH2:28][CH2:29][CH2:30][CH2:31][C:32]4[CH:37]=[CH:36][CH:35]=[CH:34][CH:33]=4)=[C:21]([C:38]([F:41])([F:40])[F:39])[CH:20]=3)=[CH:17][N:18]=2)[CH2:4][O:3]1, predict the reaction product. The product is: [NH2:6][C@@:5]([C:14]1[S:15][C:16]([C:19]2[CH:24]=[CH:23][C:22]([O:25][CH2:26][CH2:27][CH2:28][CH2:29][CH2:30][CH2:31][C:32]3[CH:37]=[CH:36][CH:35]=[CH:34][CH:33]=3)=[C:21]([C:38]([F:40])([F:41])[F:39])[CH:20]=2)=[CH:17][N:18]=1)([CH3:42])[CH2:4][OH:3]. (3) Given the reactants [Br:1][C:2]1[CH:8]=[CH:7][C:5]([NH2:6])=[C:4]([F:9])[C:3]=1[F:10].C1C(=O)N([Cl:18])C(=O)C1.O, predict the reaction product. The product is: [Br:1][C:2]1[CH:8]=[C:7]([Cl:18])[C:5]([NH2:6])=[C:4]([F:9])[C:3]=1[F:10]. (4) Given the reactants [CH:1]1([NH:4][CH2:5][C:6]2[CH:15]=[C:14]3[C:9]([NH:10][C:11](=[O:19])[C:12]4[N:13]3[CH:16]=[CH:17][CH:18]=4)=[CH:8][CH:7]=2)[CH2:3][CH2:2]1.C(N(CC)CC)C.[CH3:27][S:28](Cl)(=[O:30])=[O:29], predict the reaction product. The product is: [CH:1]1([N:4]([CH2:5][C:6]2[CH:15]=[C:14]3[C:9]([NH:10][C:11](=[O:19])[C:12]4[N:13]3[CH:16]=[CH:17][CH:18]=4)=[CH:8][CH:7]=2)[S:28]([CH3:27])(=[O:30])=[O:29])[CH2:3][CH2:2]1. (5) Given the reactants [CH:1]1[C:10]2[C:5](=[CH:6][CH:7]=[CH:8][CH:9]=2)[CH:4]=[CH:3][C:2]=1[C:11]#N.[CH2:13]([Mg]Cl)[CH3:14].CC[O:19]CC, predict the reaction product. The product is: [CH:1]1[C:10]2[C:5](=[CH:6][CH:7]=[CH:8][CH:9]=2)[CH:4]=[CH:3][C:2]=1[C:11](=[O:19])[CH2:13][CH3:14]. (6) Given the reactants [OH:1][CH:2]([C:5]1[CH:6]=[C:7]2[C:12](=[CH:13][C:14]=1[C:15]([F:18])([F:17])[F:16])[NH:11][C:10](=[O:19])[N:9]([NH:20][S:21]([CH3:24])(=[O:23])=[O:22])[C:8]2=[O:25])[CH2:3][CH3:4].Cl[C:27]([O:29][CH2:30][CH2:31][O:32][CH3:33])=[O:28], predict the reaction product. The product is: [CH3:33][O:32][CH2:31][CH2:30][O:29][C:27](=[O:28])[N:20]([S:21]([CH3:24])(=[O:23])=[O:22])[N:9]1[C:8](=[O:25])[C:7]2[C:12](=[CH:13][C:14]([C:15]([F:16])([F:18])[F:17])=[C:5]([CH:2]([OH:1])[CH2:3][CH3:4])[CH:6]=2)[NH:11][C:10]1=[O:19]. (7) Given the reactants [NH2:1][C:2]1[CH:7]=[C:6]([CH3:8])[C:5]([Cl:9])=[CH:4][C:3]=1[NH:10][CH2:11][CH2:12][CH2:13][CH2:14][CH2:15][CH2:16][C:17]([O:19][CH2:20][CH3:21])=[O:18].[NH:22]1[C:30](=[O:31])[C:28](=O)[C:26](=O)[NH:25][C:23]1=[O:24].[B]=O, predict the reaction product. The product is: [Cl:9][C:5]1[C:6]([CH3:8])=[CH:7][C:2]2[N:1]=[C:28]3[C:26]([N:10]([CH2:11][CH2:12][CH2:13][CH2:14][CH2:15][CH2:16][C:17]([O:19][CH2:20][CH3:21])=[O:18])[C:3]=2[CH:4]=1)=[N:25][C:23](=[O:24])[NH:22][C:30]3=[O:31]. (8) Given the reactants [Cl:1][C:2]1[N:7]=[C:6]([Cl:8])[C:5]([CH2:9]I)=[CH:4][N:3]=1.C(=O)([O-])[O-].[K+].[K+].[CH2:17]([C:19]1[CH:25]=[CH:24][C:22]([NH2:23])=[CH:21][CH:20]=1)[CH3:18], predict the reaction product. The product is: [Cl:1][C:2]1[N:7]=[C:6]([Cl:8])[C:5]([CH2:9][NH:23][C:22]2[CH:24]=[CH:25][C:19]([CH2:17][CH3:18])=[CH:20][CH:21]=2)=[CH:4][N:3]=1.